Dataset: NCI-60 drug combinations with 297,098 pairs across 59 cell lines. Task: Regression. Given two drug SMILES strings and cell line genomic features, predict the synergy score measuring deviation from expected non-interaction effect. (1) Drug 1: C1=C(C(=O)NC(=O)N1)N(CCCl)CCCl. Drug 2: CS(=O)(=O)CCNCC1=CC=C(O1)C2=CC3=C(C=C2)N=CN=C3NC4=CC(=C(C=C4)OCC5=CC(=CC=C5)F)Cl. Cell line: UO-31. Synergy scores: CSS=21.5, Synergy_ZIP=-6.44, Synergy_Bliss=0.428, Synergy_Loewe=2.33, Synergy_HSA=2.90. (2) Drug 1: CC1=C2C(C(=O)C3(C(CC4C(C3C(C(C2(C)C)(CC1OC(=O)C(C(C5=CC=CC=C5)NC(=O)OC(C)(C)C)O)O)OC(=O)C6=CC=CC=C6)(CO4)OC(=O)C)OC)C)OC. Drug 2: C1=CN(C(=O)N=C1N)C2C(C(C(O2)CO)O)O.Cl. Cell line: MOLT-4. Synergy scores: CSS=85.5, Synergy_ZIP=-0.749, Synergy_Bliss=-1.17, Synergy_Loewe=-2.80, Synergy_HSA=0.413. (3) Drug 1: C1CC(=O)NC(=O)C1N2CC3=C(C2=O)C=CC=C3N. Drug 2: C1=NC2=C(N=C(N=C2N1C3C(C(C(O3)CO)O)O)F)N. Cell line: HL-60(TB). Synergy scores: CSS=51.9, Synergy_ZIP=-3.58, Synergy_Bliss=-7.76, Synergy_Loewe=-31.1, Synergy_HSA=-8.43. (4) Drug 2: CS(=O)(=O)OCCCCOS(=O)(=O)C. Cell line: DU-145. Drug 1: CCCCC(=O)OCC(=O)C1(CC(C2=C(C1)C(=C3C(=C2O)C(=O)C4=C(C3=O)C=CC=C4OC)O)OC5CC(C(C(O5)C)O)NC(=O)C(F)(F)F)O. Synergy scores: CSS=45.2, Synergy_ZIP=2.57, Synergy_Bliss=7.29, Synergy_Loewe=0.926, Synergy_HSA=2.85. (5) Synergy scores: CSS=41.7, Synergy_ZIP=-1.20, Synergy_Bliss=-2.95, Synergy_Loewe=-6.19, Synergy_HSA=-4.14. Cell line: COLO 205. Drug 2: CCC1(C2=C(COC1=O)C(=O)N3CC4=CC5=C(C=CC(=C5CN(C)C)O)N=C4C3=C2)O.Cl. Drug 1: C1=CC(=CC=C1CC(C(=O)O)N)N(CCCl)CCCl.Cl. (6) Drug 1: COC1=CC(=CC(=C1O)OC)C2C3C(COC3=O)C(C4=CC5=C(C=C24)OCO5)OC6C(C(C7C(O6)COC(O7)C8=CC=CS8)O)O. Drug 2: N.N.Cl[Pt+2]Cl. Cell line: IGROV1. Synergy scores: CSS=37.2, Synergy_ZIP=-1.38, Synergy_Bliss=2.53, Synergy_Loewe=-19.7, Synergy_HSA=3.66.